From a dataset of Catalyst prediction with 721,799 reactions and 888 catalyst types from USPTO. Predict which catalyst facilitates the given reaction. (1) Reactant: [CH:1]([C:4]1[CH:5]=[C:6]([NH:25]C(=O)C)[C:7](=[O:24])[O:8][C:9]=1[C:10]1[CH:15]=[CH:14][C:13]([O:16][CH3:17])=[C:12]([O:18][CH2:19][CH2:20][CH2:21][O:22][CH3:23])[CH:11]=1)([CH3:3])[CH3:2].Cl. Product: [NH2:25][C:6]1[C:7](=[O:24])[O:8][C:9]([C:10]2[CH:15]=[CH:14][C:13]([O:16][CH3:17])=[C:12]([O:18][CH2:19][CH2:20][CH2:21][O:22][CH3:23])[CH:11]=2)=[C:4]([CH:1]([CH3:3])[CH3:2])[CH:5]=1. The catalyst class is: 15. (2) Reactant: [Br:1][C:2]1[CH:3]=[C:4]([C:8]([O:10][CH3:11])=[O:9])[O:5][C:6]=1Br.Cl[Zn][CH3:14]. Product: [Br:1][C:2]1[CH:3]=[C:4]([C:8]([O:10][CH3:11])=[O:9])[O:5][C:6]=1[CH3:14]. The catalyst class is: 516. (3) Reactant: I[C:2]1[CH:7]=[C:6]([C:8]2[CH:13]=[C:12]([CH3:14])[CH:11]=[CH:10][C:9]=2[O:15][CH2:16][C:17]2[CH:22]=[CH:21][C:20]([C@H:23]3[CH2:28][CH2:27][C@H:26]([C:29]([F:32])([F:31])[F:30])[CH2:25][CH2:24]3)=[CH:19][CH:18]=2)[N:5]=[C:4]([N:33]2[C:37]([C:38]([F:41])([F:40])[F:39])=[C:36]([C:42]([O:44]CC)=[O:43])[CH:35]=[N:34]2)[CH:3]=1.[C:47]([O-:50])([O-])=[O:48].[K+].[K+].[CH3:53]B1OB(C)OB(C)O1. Product: [C:47]([OH:50])([C:29]([F:32])([F:31])[F:30])=[O:48].[CH3:53][C:2]1[CH:7]=[C:6]([C:8]2[CH:13]=[C:12]([CH3:14])[CH:11]=[CH:10][C:9]=2[O:15][CH2:16][C:17]2[CH:22]=[CH:21][C:20]([C@H:23]3[CH2:24][CH2:25][C@H:26]([C:29]([F:30])([F:31])[F:32])[CH2:27][CH2:28]3)=[CH:19][CH:18]=2)[N:5]=[C:4]([N:33]2[C:37]([C:38]([F:41])([F:40])[F:39])=[C:36]([C:42]([OH:44])=[O:43])[CH:35]=[N:34]2)[CH:3]=1. The catalyst class is: 203. (4) The catalyst class is: 121. Product: [OH:1][CH2:2][C:3]1[N:7]=[CH:6][N:5]([C:8]2[N:9]=[CH:10][C:11]([O:22][CH3:23])=[C:12]3[C:16]([C:17](=[O:21])[C:18]([N:37]4[CH2:38][CH2:39][C:31]5[C:30]([C:25]6[CH:26]=[CH:27][CH:28]=[CH:29][N:24]=6)=[N:35][CH:34]=[N:33][C:32]=5[CH2:36]4)=[O:20])=[CH:15][NH:14][C:13]=23)[N:4]=1. Reactant: [OH:1][CH2:2][C:3]1[N:7]=[CH:6][N:5]([C:8]2[N:9]=[CH:10][C:11]([O:22][CH3:23])=[C:12]3[C:16]([C:17](=[O:21])[C:18]([OH:20])=O)=[CH:15][NH:14][C:13]=23)[N:4]=1.[N:24]1[CH:29]=[CH:28][CH:27]=[CH:26][C:25]=1[C:30]1[C:31]2[CH2:39][CH2:38][NH:37][CH2:36][C:32]=2[N:33]=[CH:34][N:35]=1.F[B-](F)(F)F.N1(OC(N(C)C)=[N+](C)C)C2C=CC=CC=2N=N1.C(N(CC)C(C)C)(C)C. (5) Reactant: [CH2:1]([CH:8]1[NH:13][CH2:12][CH2:11][N:10]([CH2:14][C:15]2[CH:20]=[CH:19][C:18]([C:21]3[CH:26]=[C:25]([CH3:27])[CH:24]=[CH:23][C:22]=3[Cl:28])=[CH:17][CH:16]=2)[CH2:9]1)[C:2]1[CH:7]=[CH:6][CH:5]=[CH:4]C=1.[CH:29](N(CC)C(C)C)(C)C.IC. Product: [CH3:29][N:13]1[CH2:12][CH2:11][N:10]([CH2:14][C:15]2[CH:20]=[CH:19][C:18]([C:21]3[CH:26]=[C:25]([CH3:27])[CH:24]=[CH:23][C:22]=3[Cl:28])=[CH:17][CH:16]=2)[CH2:9][CH:8]1[C:1]1[CH:4]=[CH:5][CH:6]=[CH:7][CH:2]=1. The catalyst class is: 245.